This data is from Reaction yield outcomes from USPTO patents with 853,638 reactions. The task is: Predict the reaction yield, written as a fraction of the theoretical maximum amount of product (1.0 means a 100% yield; for example, 0.34 means a 34% yield). (1) The catalyst is C(O)C. The reactants are O=[C:2]1[C:10]2([C:14]3=[CH:15][C:16]4[O:20][CH2:19][O:18][C:17]=4[CH:21]=[C:13]3[O:12][CH2:11]2)[C:9]2[C:4](=[CH:5][CH:6]=[CH:7][CH:8]=2)[N:3]1[CH2:22][CH2:23][CH2:24][N:25]1C(=O)C2C(=CC=CC=2)C1=O.O.NN. The product is [NH2:25][CH2:24][CH2:23][CH2:22][N:3]1[C:4]2[C:9](=[CH:8][CH:7]=[CH:6][CH:5]=2)[C:10]2([C:14]3=[CH:15][C:16]4[O:20][CH2:19][O:18][C:17]=4[CH:21]=[C:13]3[O:12][CH2:11]2)[CH2:2]1. The yield is 0.750. (2) The reactants are [N+:1]([C:4]1[CH:5]=[C:6]([CH:16]=[CH:17][CH:18]=1)[CH2:7][S:8][C:9]1[CH:15]=[CH:14][CH:13]=[CH:12][C:10]=1[NH2:11])([O-:3])=[O:2].[O:19]1[C:23]2[CH:24]=[CH:25][CH:26]=[CH:27][C:22]=2[CH:21]=[C:20]1[S:28](Cl)(=[O:30])=[O:29]. The catalyst is N1C=CC=CC=1. The product is [N+:1]([C:4]1[CH:5]=[C:6]([CH:16]=[CH:17][CH:18]=1)[CH2:7][S:8][C:9]1[CH:15]=[CH:14][CH:13]=[CH:12][C:10]=1[NH:11][S:28]([C:20]1[O:19][C:23]2[CH:24]=[CH:25][CH:26]=[CH:27][C:22]=2[CH:21]=1)(=[O:29])=[O:30])([O-:3])=[O:2]. The yield is 0.410. (3) The reactants are [OH-].[Na+].[C:11](O[C:11]([O:13][C:14]([CH3:17])([CH3:16])[CH3:15])=[O:12])([O:13][C:14]([CH3:17])([CH3:16])[CH3:15])=[O:12].Br.[Br:19][CH2:20][CH2:21][CH2:22][NH2:23]. The catalyst is O.CCCCCCC. The product is [Br:19][CH2:20][CH2:21][CH2:22][NH:23][C:11](=[O:12])[O:13][C:14]([CH3:15])([CH3:16])[CH3:17]. The yield is 0.840. (4) No catalyst specified. The product is [F:5][C:6]([F:11])([F:10])[C:7]([OH:9])=[O:8].[C:19]([C:20]1[S:21][C:22]([S:51][CH3:52])=[C:23]([S:25]([C:28]2[CH:29]=[C:30]([C:34]3[C:39]([CH3:40])=[CH:38][CH:37]=[CH:36][C:35]=3[NH:41][C:42](=[O:50])[CH2:43][CH2:44][CH2:45][S:46]([CH3:49])(=[O:48])=[O:47])[CH:31]=[CH:32][CH:33]=2)(=[O:27])=[O:26])[CH:24]=1)(=[NH:18])[NH2:53]. The yield is 0.360. The reactants are C(Cl)(Cl)Cl.[F:5][C:6]([F:11])([F:10])[C:7]([OH:9])=[O:8].C(OC(=O)[NH:18][C:19](=[NH:53])[C:20]1[S:21][C:22]([S:51][CH3:52])=[C:23]([S:25]([C:28]2[CH:29]=[C:30]([C:34]3[C:39]([CH3:40])=[CH:38][CH:37]=[CH:36][C:35]=3[NH:41][C:42](=[O:50])[CH2:43][CH2:44][CH2:45][S:46]([CH3:49])(=[O:48])=[O:47])[CH:31]=[CH:32][CH:33]=2)(=[O:27])=[O:26])[CH:24]=1)(C)(C)C. (5) The reactants are [CH:1]1([NH:7][C:8]([C@H:10](OS(C)(=O)=O)[C:11]2[CH:16]=[CH:15][CH:14]=[CH:13][CH:12]=2)=[O:9])[CH2:6][CH2:5][CH2:4][CH2:3][CH2:2]1.CCN(C(C)C)C(C)C.[F:31][C:32]1[CH:33]=[C:34]([NH2:38])[CH:35]=[CH:36][CH:37]=1.O. The catalyst is CN(C=O)C. The product is [CH:1]1([NH:7][C:8](=[O:9])[C@@H:10]([NH:38][C:34]2[CH:35]=[CH:36][CH:37]=[C:32]([F:31])[CH:33]=2)[C:11]2[CH:16]=[CH:15][CH:14]=[CH:13][CH:12]=2)[CH2:6][CH2:5][CH2:4][CH2:3][CH2:2]1. The yield is 0.286.